From a dataset of Reaction yield outcomes from USPTO patents with 853,638 reactions. Predict the reaction yield, written as a fraction of the theoretical maximum amount of product (1.0 means a 100% yield; for example, 0.34 means a 34% yield). (1) The reactants are [CH2:1]=[C:2]1[CH2:5][CH:4]([C:6]#[N:7])[CH2:3]1.Cl[C:9]1[C:14]([F:15])=[CH:13][CH:12]=[CH:11][N:10]=1.C[Si]([N-][Si](C)(C)C)(C)C.[Na+]. The catalyst is C1(C)C=CC=CC=1. The product is [F:15][C:14]1[C:9]([C:4]2([C:6]#[N:7])[CH2:5][C:2](=[CH2:1])[CH2:3]2)=[N:10][CH:11]=[CH:12][CH:13]=1. The yield is 0.900. (2) The reactants are [F:1][C:2]1[CH:3]=[C:4]([O:11][CH3:12])[CH:5]=[C:6]([N+:8]([O-])=O)[CH:7]=1.[Cl-].[NH4+]. The catalyst is CO.[Zn]. The product is [F:1][C:2]1[CH:7]=[C:6]([CH:5]=[C:4]([O:11][CH3:12])[CH:3]=1)[NH2:8]. The yield is 0.540. (3) The reactants are [C:1]([O:5][C:6](=[O:40])[CH2:7][C@H:8]([NH:20][C:21](=[O:39])[C@@H:22]([NH:28][C:29](OCC1C=CC=CC=1)=[O:30])[CH2:23][C:24]([CH3:27])([CH3:26])[CH3:25])[CH2:9][N:10]1[C:18]2[C:13](=[CH:14][C:15]([F:19])=[CH:16][CH:17]=2)[CH2:12][CH2:11]1)([CH3:4])([CH3:3])[CH3:2].C(O)(=O)[C:42]1[CH:47]=[CH:46][CH:45]=[C:44]([O:48][CH3:49])[CH:43]=1. No catalyst specified. The product is [C:1]([O:5][C:6](=[O:40])[CH2:7][C@H:8]([NH:20][C:21](=[O:39])[C@@H:22]([NH:28][C:29](=[O:30])[C:42]1[CH:47]=[CH:46][CH:45]=[C:44]([O:48][CH3:49])[CH:43]=1)[CH2:23][C:24]([CH3:27])([CH3:25])[CH3:26])[CH2:9][N:10]1[C:18]2[C:13](=[CH:14][C:15]([F:19])=[CH:16][CH:17]=2)[CH2:12][CH2:11]1)([CH3:2])([CH3:4])[CH3:3]. The yield is 0.920. (4) The reactants are Cl[C:2]1[N:7]=[CH:6][C:5]([NH2:8])=[CH:4][CH:3]=1.[F:9][C:10]1[CH:15]=[CH:14][CH:13]=[CH:12][C:11]=1B(O)O. No catalyst specified. The product is [F:9][C:10]1[CH:15]=[CH:14][CH:13]=[CH:12][C:11]=1[C:2]1[N:7]=[CH:6][C:5]([NH2:8])=[CH:4][CH:3]=1. The yield is 0.310. (5) The reactants are C([Li])CCC.[Cl:6][C:7]1[CH:8]=[CH:9][C:10]2[O:14][CH:13]=[C:12]([CH3:15])[C:11]=2[CH:16]=1.CN([CH:20]=[O:21])C. The catalyst is C1COCC1. The product is [Cl:6][C:7]1[CH:8]=[CH:9][C:10]2[O:14][C:13]([CH:20]=[O:21])=[C:12]([CH3:15])[C:11]=2[CH:16]=1. The yield is 0.960. (6) The reactants are [F:1][C:2]1[CH:7]=[CH:6][CH:5]=[C:4]([O:8][C:9]([F:12])([F:11])[F:10])[C:3]=1I.[NH2:14][C:15]1[CH:20]=[CH:19][C:18](B2OC(C)(C)C(C)(C)O2)=[CH:17][C:16]=1[N+:30]([O-:32])=[O:31].C(Cl)Cl. The catalyst is C1C=CC(P(C2C=CC=CC=2)[C-]2C=CC=C2)=CC=1.C1C=CC(P(C2C=CC=CC=2)[C-]2C=CC=C2)=CC=1.Cl[Pd]Cl.[Fe+2]. The product is [F:1][C:2]1[CH:7]=[CH:6][CH:5]=[C:4]([O:8][C:9]([F:12])([F:11])[F:10])[C:3]=1[C:18]1[CH:19]=[CH:20][C:15]([NH2:14])=[C:16]([N+:30]([O-:32])=[O:31])[CH:17]=1. The yield is 0.870.